From a dataset of Forward reaction prediction with 1.9M reactions from USPTO patents (1976-2016). Predict the product of the given reaction. (1) Given the reactants C([O:3][C:4]([CH:6]1[CH2:11][CH2:10][CH:9]([CH2:12][C:13]2[NH:17][C:16]3[CH:18]=[CH:19][CH:20]=[CH:21][C:15]=3[N:14]=2)[CH2:8][CH2:7]1)=[O:5])C.[Li+].[OH-], predict the reaction product. The product is: [NH:14]1[C:15]2[CH:21]=[CH:20][CH:19]=[CH:18][C:16]=2[N:17]=[C:13]1[CH2:12][C@@H:9]1[CH2:10][CH2:11][C@H:6]([C:4]([OH:5])=[O:3])[CH2:7][CH2:8]1. (2) Given the reactants Br[CH2:2][CH2:3][OH:4].[OH:5][C:6]1[CH:11]=[CH:10][C:9]([N:12]2[C:17](=[O:18])[CH:16]=[CH:15][C:14]3[C:19]([C:27]4[CH:32]=[CH:31][CH:30]=[CH:29][CH:28]=4)=[C:20]([C:22]([O:24][CH2:25][CH3:26])=[O:23])[S:21][C:13]2=3)=[CH:8][CH:7]=1.C([O-])([O-])=O.[Cs+].[Cs+], predict the reaction product. The product is: [OH:4][CH2:3][CH2:2][O:5][C:6]1[CH:7]=[CH:8][C:9]([N:12]2[C:17](=[O:18])[CH:16]=[CH:15][C:14]3[C:19]([C:27]4[CH:28]=[CH:29][CH:30]=[CH:31][CH:32]=4)=[C:20]([C:22]([O:24][CH2:25][CH3:26])=[O:23])[S:21][C:13]2=3)=[CH:10][CH:11]=1. (3) Given the reactants [CH2:1]([CH:3]([C:11]([O:13][C:14]([CH3:17])([CH3:16])[CH3:15])=[O:12])[C:4]([O:6][C:7]([CH3:10])([CH3:9])[CH3:8])=[O:5])[CH3:2].CCC([O-])(C)C.[Na+].[F:25][C:26]1[C:27]([N:42]2[CH2:47][CH2:46][CH:45]([C:48]([O:50][C:51]([CH3:54])([CH3:53])[CH3:52])=[O:49])[CH2:44][CH2:43]2)=[N:28][C:29]([CH2:35][N:36]2[CH2:40][CH2:39][CH2:38][C:37]2=[O:41])=[C:30]([C:32](F)=[O:33])[CH:31]=1, predict the reaction product. The product is: [C:51]([O:50][C:48]([CH:45]1[CH2:44][CH2:43][N:42]([C:27]2[N:28]=[C:29]([CH2:35][N:36]3[CH2:40][CH2:39][CH2:38][C:37]3=[O:41])[C:30]([C:32]([C:3]([CH2:1][CH3:2])([C:4]([O:6][C:7]([CH3:10])([CH3:9])[CH3:8])=[O:5])[C:11]([O:13][C:14]([CH3:17])([CH3:16])[CH3:15])=[O:12])=[O:33])=[CH:31][C:26]=2[F:25])[CH2:47][CH2:46]1)=[O:49])([CH3:52])([CH3:54])[CH3:53]. (4) Given the reactants Cl[C:2]1[N:7]=[C:6]([CH3:8])[C:5]([CH:9]=[O:10])=[C:4]([CH3:11])[CH:3]=1.[CH3:12][O:13][C:14](=[O:22])[C:15]1[CH:20]=[CH:19][C:18]([OH:21])=[CH:17][CH:16]=1.C([O-])([O-])=O.[K+].[K+], predict the reaction product. The product is: [CH3:12][O:13][C:14](=[O:22])[C:15]1[CH:20]=[CH:19][C:18]([O:21][C:2]2[CH:3]=[C:4]([CH3:11])[C:5]([CH:9]=[O:10])=[C:6]([CH3:8])[N:7]=2)=[CH:17][CH:16]=1. (5) Given the reactants [OH:1][C:2]1[C:11]2[C:6](=[N:7][CH:8]=[CH:9][CH:10]=2)[N:5]([CH2:12][CH2:13][CH:14]([CH3:16])[CH3:15])[C:4](=[O:17])[C:3]=1[C:18]1[NH:23][C:22]2[CH:24]=[CH:25][C:26]([NH:28][S:29]([NH:32][C:33]3[CH:34]=[C:35]([CH:41]=[CH:42][CH:43]=3)[C:36]([O:38]CC)=[O:37])(=[O:31])=[O:30])=[CH:27][C:21]=2[S:20](=[O:45])(=[O:44])[N:19]=1, predict the reaction product. The product is: [OH:1][C:2]1[C:11]2[C:6](=[N:7][CH:8]=[CH:9][CH:10]=2)[N:5]([CH2:12][CH2:13][CH:14]([CH3:15])[CH3:16])[C:4](=[O:17])[C:3]=1[C:18]1[NH:23][C:22]2[CH:24]=[CH:25][C:26]([NH:28][S:29]([NH:32][C:33]3[CH:34]=[C:35]([CH:41]=[CH:42][CH:43]=3)[C:36]([OH:38])=[O:37])(=[O:31])=[O:30])=[CH:27][C:21]=2[S:20](=[O:44])(=[O:45])[N:19]=1. (6) Given the reactants [OH:1][C:2]1[CH:11]=[C:10]2[C:5]([C:6]([CH3:19])=[C:7]([C:13]3[CH:18]=[CH:17][N:16]=[CH:15][CH:14]=3)[C:8](=[O:12])[O:9]2)=[CH:4][CH:3]=1.N1C=CN=C1.[CH3:25][C:26]([Si:29](Cl)([CH3:31])[CH3:30])([CH3:28])[CH3:27], predict the reaction product. The product is: [C:26]([Si:29]([CH3:31])([CH3:30])[O:1][C:2]1[CH:11]=[C:10]2[C:5]([C:6]([CH3:19])=[C:7]([C:13]3[CH:14]=[CH:15][N:16]=[CH:17][CH:18]=3)[C:8](=[O:12])[O:9]2)=[CH:4][CH:3]=1)([CH3:28])([CH3:27])[CH3:25]. (7) Given the reactants [I:1][C:2]1[CH:3]=[CH:4][C:5]([CH3:9])=[C:6]([CH:8]=1)[NH2:7].N([O-])=O.[Na+].[N-:14]=[N+:15]=[N-].[Na+].C([O-])([O-])=O.[Na+].[Na+], predict the reaction product. The product is: [N:7]([C:6]1[CH:8]=[C:2]([I:1])[CH:3]=[CH:4][C:5]=1[CH3:9])=[N+:14]=[N-:15]. (8) Given the reactants [CH2:1]([O:4][C:5]([N:7]1[CH2:12][CH2:11][N:10]([C:13](=[O:29])[CH:14]([NH:18]C(OCC2C=CC=CC=2)=O)[CH:15]([F:17])[CH3:16])[CH2:9][CH2:8]1)=[O:6])[CH2:2][CH3:3], predict the reaction product. The product is: [CH2:1]([O:4][C:5]([N:7]1[CH2:12][CH2:11][N:10]([C:13](=[O:29])[CH:14]([NH2:18])[CH:15]([F:17])[CH3:16])[CH2:9][CH2:8]1)=[O:6])[CH2:2][CH3:3]. (9) Given the reactants [CH:1]1([CH:7]2[C:16]3[C:15](=[O:17])[CH2:14][C:13]4([CH2:19][CH2:18]4)[CH2:12][C:11]=3[NH:10][C:9]([CH:20]3[CH2:24][CH2:23][CH2:22][CH2:21]3)=[C:8]2[C:25](=[O:36])[C:26]2[CH:31]=[CH:30][C:29]([C:32]([F:35])([F:34])[F:33])=[CH:28][CH:27]=2)[CH2:6][CH2:5][CH2:4][CH2:3][CH2:2]1.ClC1C(=O)C(C#N)=C(C#N)C(=O)C=1Cl, predict the reaction product. The product is: [CH:1]1([C:7]2[C:16]3[C:15](=[O:17])[CH2:14][C:13]4([CH2:19][CH2:18]4)[CH2:12][C:11]=3[N:10]=[C:9]([CH:20]3[CH2:24][CH2:23][CH2:22][CH2:21]3)[C:8]=2[C:25](=[O:36])[C:26]2[CH:31]=[CH:30][C:29]([C:32]([F:33])([F:34])[F:35])=[CH:28][CH:27]=2)[CH2:6][CH2:5][CH2:4][CH2:3][CH2:2]1. (10) The product is: [N:1]1([C:7]2[CH:13]=[CH:12][C:10]([NH2:11])=[CH:9][CH:8]=2)[CH:5]=[CH:4][CH:3]=[N:2]1. Given the reactants [NH:1]1[CH:5]=[CH:4][CH:3]=[N:2]1.I[C:7]1[CH:13]=[CH:12][C:10]([NH2:11])=[CH:9][CH:8]=1, predict the reaction product.